From a dataset of Catalyst prediction with 721,799 reactions and 888 catalyst types from USPTO. Predict which catalyst facilitates the given reaction. Reactant: [F:1][CH2:2][C:3]1([C:10]([O:12][CH2:13][C:14]2[CH:19]=[CH:18][CH:17]=[CH:16][CH:15]=2)=[O:11])[CH2:8][CH2:7][C:6](=[O:9])[CH2:5][CH2:4]1.[F:20][C:21]([F:40])([F:39])[S:22](N([S:22]([C:21]([F:40])([F:39])[F:20])(=[O:24])=[O:23])C1C=CC=CC=1)(=[O:24])=[O:23].C[Si](C)(C)[N-][Si](C)(C)C.[K+].C1(C)C=CC=CC=1.[Cl-].[NH4+]. Product: [F:1][CH2:2][C:3]1([C:10]([O:12][CH2:13][C:14]2[CH:15]=[CH:16][CH:17]=[CH:18][CH:19]=2)=[O:11])[CH2:8][CH2:7][C:6]([O:9][S:22]([C:21]([F:40])([F:39])[F:20])(=[O:24])=[O:23])=[CH:5][CH2:4]1. The catalyst class is: 7.